From a dataset of Catalyst prediction with 721,799 reactions and 888 catalyst types from USPTO. Predict which catalyst facilitates the given reaction. Reactant: [CH2:1]([O:3][C:4](=[O:14])[C:5]1[CH:10]=[CH:9][C:8]([NH:11][CH3:12])=[C:7]([NH2:13])[CH:6]=1)[CH3:2].[Cl:15][C:16]1[CH:23]=[CH:22][CH:21]=[C:20]([Cl:24])[C:17]=1[CH:18]=O.C(S([O-])(=O)=O)(F)(F)F.C(S([O-])(=O)=O)(F)(F)F.C(S([O-])(=O)=O)(F)(F)F.[Yb+3].O. Product: [CH2:1]([O:3][C:4]([C:5]1[CH:10]=[CH:9][C:8]2[N:11]([CH3:12])[C:18]([C:17]3[C:16]([Cl:15])=[CH:23][CH:22]=[CH:21][C:20]=3[Cl:24])=[N:13][C:7]=2[CH:6]=1)=[O:14])[CH3:2]. The catalyst class is: 197.